This data is from Peptide-MHC class I binding affinity with 185,985 pairs from IEDB/IMGT. The task is: Regression. Given a peptide amino acid sequence and an MHC pseudo amino acid sequence, predict their binding affinity value. This is MHC class I binding data. (1) The binding affinity (normalized) is 0.0847. The MHC is SLA-30401 with pseudo-sequence SLA-30401. The peptide sequence is YSYIFLSSY. (2) The peptide sequence is RRVRDNMTK. The MHC is HLA-B35:01 with pseudo-sequence HLA-B35:01. The binding affinity (normalized) is 0.0847. (3) The peptide sequence is HLEECSCYV. The MHC is HLA-A02:01 with pseudo-sequence HLA-A02:01. The binding affinity (normalized) is 0.755.